Dataset: Reaction yield outcomes from USPTO patents with 853,638 reactions. Task: Predict the reaction yield, written as a fraction of the theoretical maximum amount of product (1.0 means a 100% yield; for example, 0.34 means a 34% yield). The reactants are [O:1]=[C:2]1[CH:7]=[CH:6][N:5]([C:8]2[CH:13]=[CH:12][CH:11]=[C:10]([C:14]([F:17])([F:16])[F:15])[CH:9]=2)[N:4]=[C:3]1[CH:18]=O.[CH3:20][NH2:21].[CH2:22]=[N:23][CH:24](S(C1C=CC(C)=CC=1)(=O)=O)[C:25]1[CH:30]=[CH:29][CH:28]=[CH:27][CH:26]=1.C([O-])([O-])=O.[K+].[K+]. The catalyst is CN(C=O)C.O. The product is [CH3:20][N:21]1[C:18]([C:3]2[C:2](=[O:1])[CH:7]=[CH:6][N:5]([C:8]3[CH:13]=[CH:12][CH:11]=[C:10]([C:14]([F:17])([F:16])[F:15])[CH:9]=3)[N:4]=2)=[C:24]([C:25]2[CH:30]=[CH:29][CH:28]=[CH:27][CH:26]=2)[N:23]=[CH:22]1. The yield is 0.760.